This data is from Forward reaction prediction with 1.9M reactions from USPTO patents (1976-2016). The task is: Predict the product of the given reaction. (1) The product is: [Cl:31][C:27]1[CH:26]=[C:25]([CH:30]=[CH:29][CH:28]=1)[O:24][CH2:23][C:22]([N:21]([CH3:33])[CH:18]1[CH2:19][CH2:20][NH:15][CH2:16][CH2:17]1)=[O:32]. Given the reactants ClC(OC(Cl)C)=O.C([N:15]1[CH2:20][CH2:19][CH:18]([N:21]([CH3:33])[C:22](=[O:32])[CH2:23][O:24][C:25]2[CH:30]=[CH:29][CH:28]=[C:27]([Cl:31])[CH:26]=2)[CH2:17][CH2:16]1)C1C=CC=CC=1, predict the reaction product. (2) The product is: [F:1][C:2]1[CH:3]=[C:4]([CH:15]=[C:16]([F:23])[C:17]=1[NH:18][S:19]([CH3:22])(=[O:21])=[O:20])[CH2:5][NH:6][C:7]([C:9]1[S:10][C:11]([C:31]2[CH:30]=[CH:29][CH:28]=[C:27]([O:26][CH2:24][CH3:25])[CH:32]=2)=[CH:12][CH:13]=1)=[O:8]. Given the reactants [F:1][C:2]1[CH:3]=[C:4]([CH:15]=[C:16]([F:23])[C:17]=1[NH:18][S:19]([CH3:22])(=[O:21])=[O:20])[CH2:5][NH:6][C:7]([C:9]1[S:10][C:11](Br)=[CH:12][CH:13]=1)=[O:8].[CH2:24]([O:26][C:27]1[CH:28]=[C:29](B(O)O)[CH:30]=[CH:31][CH:32]=1)[CH3:25], predict the reaction product. (3) Given the reactants [C:1]([C:3]1[CH:4]=[C:5]([CH3:22])[C:6]2[O:10][C:9]([C:11]3[CH:20]=[CH:19][C:14]([C:15]([O:17]C)=[O:16])=[CH:13][CH:12]=3)=[N:8][C:7]=2[CH:21]=1)#[N:2].[OH-].[Li+:24].O1CCCC1.CO, predict the reaction product. The product is: [C:1]([C:3]1[CH:4]=[C:5]([CH3:22])[C:6]2[O:10][C:9]([C:11]3[CH:12]=[CH:13][C:14]([C:15]([O-:17])=[O:16])=[CH:19][CH:20]=3)=[N:8][C:7]=2[CH:21]=1)#[N:2].[Li+:24]. (4) Given the reactants [C:1]([O:5][C:6]([N:8]1[CH2:13][CH2:12][CH:11]([C:14]2[O:23][C:17]3=[N:18][CH:19]=[C:20](Cl)[N:21]=[C:16]3[CH:15]=2)[CH2:10][CH2:9]1)=[O:7])([CH3:4])([CH3:3])[CH3:2].[CH3:24][S:25]([C:28]1[CH:33]=[CH:32][C:31](B(O)O)=[CH:30][CH:29]=1)(=[O:27])=[O:26].C([O-])([O-])=O.[Na+].[Na+].O, predict the reaction product. The product is: [C:1]([O:5][C:6]([N:8]1[CH2:13][CH2:12][CH:11]([C:14]2[O:23][C:17]3=[N:18][CH:19]=[C:20]([C:31]4[CH:32]=[CH:33][C:28]([S:25]([CH3:24])(=[O:27])=[O:26])=[CH:29][CH:30]=4)[N:21]=[C:16]3[CH:15]=2)[CH2:10][CH2:9]1)=[O:7])([CH3:4])([CH3:3])[CH3:2].